From a dataset of Reaction yield outcomes from USPTO patents with 853,638 reactions. Predict the reaction yield, written as a fraction of the theoretical maximum amount of product (1.0 means a 100% yield; for example, 0.34 means a 34% yield). (1) The product is [F:22][CH:18]([F:23])[N:3]1[C:2]([CH3:1])=[C:6]([B:7]2[O:11][C:10]([CH3:12])([CH3:13])[C:9]([CH3:15])([CH3:14])[O:8]2)[C:5]([CH3:16])=[N:4]1. The catalyst is C(#N)C.[Cl-].[NH4+]. The reactants are [CH3:1][C:2]1[C:6]([B:7]2[O:11][C:10]([CH3:13])([CH3:12])[C:9]([CH3:15])([CH3:14])[O:8]2)=[C:5]([CH3:16])[NH:4][N:3]=1.Cl[C:18]([F:23])([F:22])C([O-])=O.[Na+].C1OCCOCCOCCOCCOCCOC1. The yield is 1.00. (2) The reactants are [CH2:1]1[O:3][C@@H:2]1[CH2:4][OH:5].[NH2:6][C:7]1[CH:16]=[C:15]2[C:10]([CH:11]=[C:12]([C:18]3[CH:23]=[CH:22][CH:21]=[CH:20][C:19]=3[C:24]([F:27])([F:26])[F:25])[NH:13][C:14]2=[O:17])=[CH:9][CH:8]=1. The catalyst is C(O)C. The product is [OH:3][C@H:2]([CH2:4][OH:5])[CH2:1][NH:6][C:7]1[CH:16]=[C:15]2[C:10]([CH:11]=[C:12]([C:18]3[CH:23]=[CH:22][CH:21]=[CH:20][C:19]=3[C:24]([F:27])([F:25])[F:26])[NH:13][C:14]2=[O:17])=[CH:9][CH:8]=1. The yield is 0.630. (3) The reactants are C1COC2C=CC(NC3C(F)=CN=C(NC4C=CC=C(O)C=4)N=3)=CC=2O1.[NH2:27][C:28]1[CH:29]=[C:30]([CH:33]=[CH:34][CH:35]=1)[C:31]#[N:32].[Cl:36][C:37]1[N:42]=[C:41](Cl)[C:40]([F:44])=[CH:39][N:38]=1. No catalyst specified. The product is [Cl:36][C:37]1[N:42]=[C:41]([NH:27][C:28]2[CH:35]=[CH:34][CH:33]=[C:30]([C:31]#[N:32])[CH:29]=2)[C:40]([F:44])=[CH:39][N:38]=1. The yield is 0.860. (4) The reactants are C(=O)([O-])[O-].[K+].[K+].[F:7][C:8]1[CH:9]=[C:10]([N+:16]([O-:18])=[O:17])[CH:11]=[C:12]([F:15])[C:13]=1F.[NH:19]1[CH:23]=[CH:22][N:21]=[CH:20]1. The catalyst is CN(C=O)C. The product is [F:15][C:12]1[CH:11]=[C:10]([N+:16]([O-:18])=[O:17])[CH:9]=[C:8]([F:7])[C:13]=1[N:19]1[CH:23]=[CH:22][N:21]=[CH:20]1. The yield is 0.620.